From a dataset of Full USPTO retrosynthesis dataset with 1.9M reactions from patents (1976-2016). Predict the reactants needed to synthesize the given product. (1) Given the product [CH2:18]([O:17][C:15]([C:5]1[C:6]2[NH:7][C:8]3[CH:9]=[CH:10][CH:11]=[CH:12][C:13]=3[C:14]=2[CH2:1][CH2:2][NH:3][CH:4]=1)=[S:29])[CH3:19], predict the reactants needed to synthesize it. The reactants are: [CH2:1]1[C:14]2[C:13]3[CH:12]=[CH:11][CH:10]=[CH:9][C:8]=3[NH:7][C:6]=2[C:5]([C:15]([O:17][CH2:18][CH3:19])=O)=[CH:4][NH:3][CH2:2]1.COC1C=CC(P2(SP(C3C=CC(OC)=CC=3)(=S)S2)=[S:29])=CC=1. (2) Given the product [CH3:1][O:2][CH2:3][C@H:4]1[C@H:12]2[CH2:16][CH2:15][N:14]([C:17]([O:19][CH2:20][C:21]3[CH:26]=[CH:25][CH:24]=[CH:23][CH:22]=3)=[O:18])[C@H:13]2[C:7]2[CH:8]=[CH:9][CH:10]=[CH:11][C:6]=2[NH:5]1, predict the reactants needed to synthesize it. The reactants are: [CH3:1][O:2][CH2:3][C:4](=[C:12]1[CH2:16][CH2:15][N:14]([C:17]([O:19][CH2:20][C:21]2[CH:26]=[CH:25][CH:24]=[CH:23][CH:22]=2)=[O:18])[C:13]1=O)[NH:5][C:6]1[CH:11]=[CH:10][CH:9]=[CH:8][CH:7]=1.COCC(C1CCN(C(OCC2C=CC=CC=2)=O)C1=O)NC1C=CC=CC=1. (3) Given the product [Br:1][C:2]1[CH:8]=[CH:7][C:5]([NH:6][C:18](=[O:19])[O:17][C:14]([CH3:16])([CH3:15])[CH3:13])=[C:4]([C:9]([CH3:12])([CH3:11])[CH3:10])[CH:3]=1, predict the reactants needed to synthesize it. The reactants are: [Br:1][C:2]1[CH:8]=[CH:7][C:5]([NH2:6])=[C:4]([C:9]([CH3:12])([CH3:11])[CH3:10])[CH:3]=1.[CH3:13][C:14]([O:17][C:18](O[C:18]([O:17][C:14]([CH3:16])([CH3:15])[CH3:13])=[O:19])=[O:19])([CH3:16])[CH3:15]. (4) The reactants are: [Cl:1][C:2]1[CH:10]=[C:9]([C:11]([NH:13][C@H:14]([C:16]2[NH:20][C:19]3[CH:21]=[CH:22][C:23]([Cl:25])=[CH:24][C:18]=3[N:17]=2)[CH3:15])=[O:12])[CH:8]=[CH:7][C:3]=1[C:4]([OH:6])=O.CN(C(ON1N=NC2C=CC=CC1=2)=[N+](C)C)C.[B-](F)(F)(F)F.C(N(C(C)C)CC)(C)C.[N:57]1([CH2:62][C@@H:63]2[CH2:67][CH2:66][CH2:65][NH:64]2)[CH2:61][CH2:60][CH2:59][CH2:58]1.ClCl. Given the product [Cl:1][C:2]1[CH:10]=[C:9]([CH:8]=[CH:7][C:3]=1[C:4]([N:64]1[CH2:65][CH2:66][CH2:67][C@H:63]1[CH2:62][N:57]1[CH2:61][CH2:60][CH2:59][CH2:58]1)=[O:6])[C:11]([NH:13][C@H:14]([C:16]1[NH:20][C:19]2[CH:21]=[CH:22][C:23]([Cl:25])=[CH:24][C:18]=2[N:17]=1)[CH3:15])=[O:12], predict the reactants needed to synthesize it. (5) Given the product [Cl:1][C:2]1[CH:3]=[C:4]2[NH:18][C:17]([O:19][C@H:20]3[CH2:25][O:24][C@H:23]([CH2:26][OH:27])[C@@H:22]([OH:28])[CH2:21]3)=[N:16][C:5]2=[N:6][C:7]=1[C:8]1[CH:13]=[CH:12][C:11]([C:14]#[C:15][C:30]2[N:31]=[N:32][N:33]([CH3:35])[N:34]=2)=[CH:10][CH:9]=1, predict the reactants needed to synthesize it. The reactants are: [Cl:1][C:2]1[CH:3]=[C:4]2[NH:18][C:17]([O:19][C@H:20]3[CH2:25][O:24][C@H:23]([CH2:26][OH:27])[C@@H:22]([OH:28])[CH2:21]3)=[N:16][C:5]2=[N:6][C:7]=1[C:8]1[CH:13]=[CH:12][C:11]([C:14]#[CH:15])=[CH:10][CH:9]=1.Br[C:30]1[N:31]=[N:32][N:33]([CH3:35])[N:34]=1.C(N(C(C)C)CC)(C)C. (6) Given the product [NH2:1][C:2]1[N:3]=[C:4]([O:25][CH:19]2[CH2:24][CH2:23][CH2:22][CH2:21][CH2:20]2)[C:5]([C:13]#[N:14])=[C:6]([C:8]2[O:9][CH:10]=[CH:11][CH:12]=2)[N:7]=1, predict the reactants needed to synthesize it. The reactants are: [NH2:1][C:2]1[N:7]=[C:6]([C:8]2[O:9][CH:10]=[CH:11][CH:12]=2)[C:5]([C:13]#[N:14])=[C:4](S(C)(=O)=O)[N:3]=1.[CH:19]1([OH:25])[CH2:24][CH2:23][CH2:22][CH2:21][CH2:20]1.C1CCN2C(=NCCC2)CC1.